From a dataset of TCR-epitope binding with 47,182 pairs between 192 epitopes and 23,139 TCRs. Binary Classification. Given a T-cell receptor sequence (or CDR3 region) and an epitope sequence, predict whether binding occurs between them. (1) The epitope is IVTDFSVIK. The TCR CDR3 sequence is CASKDGISYEQYF. Result: 1 (the TCR binds to the epitope). (2) The epitope is GTITVEELK. The TCR CDR3 sequence is CASSTGTISEQYF. Result: 0 (the TCR does not bind to the epitope).